Dataset: Forward reaction prediction with 1.9M reactions from USPTO patents (1976-2016). Task: Predict the product of the given reaction. (1) Given the reactants [N:1]1[CH:6]=[CH:5][CH:4]=[N:3][C:2]=1[C:7]1[CH:8]=[CH:9][C:10](=[O:13])[NH:11][CH:12]=1.[Br:14]N1C(=O)CCC1=O, predict the reaction product. The product is: [Br:14][C:9]1[C:10](=[O:13])[NH:11][CH:12]=[C:7]([C:2]2[N:3]=[CH:4][CH:5]=[CH:6][N:1]=2)[CH:8]=1. (2) Given the reactants [BH4-].[Na+].B(F)(F)F.CC[O:9]CC.[CH2:12]([N:19]1[CH2:24][CH:23]=[C:22]([C:25]2[CH:30]=[CH:29][C:28]([O:31][CH3:32])=[CH:27][CH:26]=2)[CH2:21][CH2:20]1)[C:13]1[CH:18]=[CH:17][CH:16]=[CH:15][CH:14]=1.[OH-].[Na+].OO, predict the reaction product. The product is: [CH2:12]([N:19]1[CH2:20][CH2:21][C@@H:22]([C:25]2[CH:26]=[CH:27][C:28]([O:31][CH3:32])=[CH:29][CH:30]=2)[C@H:23]([OH:9])[CH2:24]1)[C:13]1[CH:14]=[CH:15][CH:16]=[CH:17][CH:18]=1. (3) Given the reactants [ClH:1].[CH:2]1([C:5]2[N:6]=[C:7]3[CH:12]=[CH:11][C:10]([N:13]4[CH:18]=[CH:17][C:16]([O:19][CH2:20][C:21]5[S:22][C:23]([C:26]([F:29])([F:28])[F:27])=[CH:24][CH:25]=5)=[CH:15][C:14]4=[O:30])=[CH:9][N:8]3[C:31]=2[CH3:32])[CH2:4][CH2:3]1, predict the reaction product. The product is: [ClH:1].[CH:2]1([C:5]2[N:6]=[C:7]3[CH:12]=[CH:11][C:10]([N:13]4[CH:18]=[CH:17][C:16]([O:19][CH2:20][C:21]5[S:22][C:23]([C:26]([F:27])([F:28])[F:29])=[CH:24][CH:25]=5)=[CH:15][C:14]4=[O:30])=[CH:9][N:8]3[C:31]=2[CH3:32])[CH2:4][CH2:3]1. (4) Given the reactants [Br:1][CH2:2][CH2:3][CH2:4][CH2:5][CH3:6].C1(C)C=CC=CC=1.[CH2:14]([P:16]([CH2:19][CH3:20])[CH2:17][CH3:18])[CH3:15], predict the reaction product. The product is: [Br-:1].[CH2:14]([P+:16]([CH2:19][CH3:20])([CH2:17][CH3:18])[CH2:2][CH2:3][CH2:4][CH2:5][CH3:6])[CH3:15]. (5) Given the reactants [F:1][C:2]1[CH:3]=[CH:4][C:5]([O:9][CH3:10])=[C:6]([CH:8]=1)[NH2:7].C1C=C[NH+]=CC=1.[Br:17][Br-]Br, predict the reaction product. The product is: [Br:17][C:3]1[C:2]([F:1])=[CH:8][C:6]([NH2:7])=[C:5]([O:9][CH3:10])[CH:4]=1.